This data is from Full USPTO retrosynthesis dataset with 1.9M reactions from patents (1976-2016). The task is: Predict the reactants needed to synthesize the given product. (1) Given the product [CH3:32][O:33][C:34](=[O:38])[CH2:35][CH2:36][NH:37][C:18](=[O:20])[C:17]1[CH:16]=[CH:15][C:14]([CH:7]([O:6][C:5]2[CH:4]=[CH:3][C:2]([Br:1])=[CH:24][CH:23]=2)[CH2:8][CH2:9][CH2:10][CH2:11][CH2:12][CH3:13])=[CH:22][CH:21]=1, predict the reactants needed to synthesize it. The reactants are: [Br:1][C:2]1[CH:24]=[CH:23][C:5]([O:6][CH:7]([C:14]2[CH:22]=[CH:21][C:17]([C:18]([OH:20])=O)=[CH:16][CH:15]=2)[CH2:8][CH2:9][CH2:10][CH2:11][CH2:12][CH3:13])=[CH:4][CH:3]=1.C(N(CC)CC)C.[CH3:32][O:33][C:34](=[O:38])[CH2:35][CH2:36][NH2:37].CCN=C=NCCCN(C)C. (2) The reactants are: [OH:1][C:2]1[C:7]([CH3:8])=[CH:6][N:5]=[CH:4][N:3]=1.C([O-])([O-])=O.[K+].[K+].Br[CH2:16][CH2:17][CH2:18][CH2:19][Cl:20].[OH2:21]. Given the product [Cl:20][CH2:19][CH2:18][CH2:17][CH2:16][N:5]1[CH:6]=[C:7]([CH3:8])[C:2]([OH:1])=[N:3][C:4]1=[O:21], predict the reactants needed to synthesize it. (3) Given the product [NH:20]1[CH2:19][CH:18]([C:13]2[N:14]([CH3:17])[C:15]3[C:11]([N:12]=2)=[C:10]([N:29]2[CH2:30][CH2:31][O:32][CH2:33][CH2:34]2)[N:9]=[C:8]([N:7]2[C:6]4[CH:35]=[CH:36][CH:37]=[CH:38][C:5]=4[N:4]=[C:3]2[CH2:1][CH3:2])[N:16]=3)[CH2:21]1, predict the reactants needed to synthesize it. The reactants are: [CH2:1]([C:3]1[N:7]([C:8]2[N:16]=[C:15]3[C:11]([N:12]=[C:13]([CH:18]4[CH2:21][N:20](C(OC(C)(C)C)=O)[CH2:19]4)[N:14]3[CH3:17])=[C:10]([N:29]3[CH2:34][CH2:33][O:32][CH2:31][CH2:30]3)[N:9]=2)[C:6]2[CH:35]=[CH:36][CH:37]=[CH:38][C:5]=2[N:4]=1)[CH3:2].C(O)(C(F)(F)F)=O. (4) Given the product [C:2]([C:4]1[CH:9]=[C:8]([C@@H:10]([NH:13][C:14]([C:16]2[C:17]3[CH:24]=[N:23][N:22]([C:25]4[CH:26]=[CH:27][C:28]([F:31])=[CH:29][CH:30]=4)[C:18]=3[CH:19]=[N:20][CH:21]=2)=[O:15])[CH2:11][CH3:12])[CH:7]=[CH:6][N:5]=1)(=[O:1])[CH3:3], predict the reactants needed to synthesize it. The reactants are: [OH:1][CH:2]([C:4]1[CH:9]=[C:8]([C@@H:10]([NH:13][C:14]([C:16]2[C:17]3[CH:24]=[N:23][N:22]([C:25]4[CH:30]=[CH:29][C:28]([F:31])=[CH:27][CH:26]=4)[C:18]=3[CH:19]=[N:20][CH:21]=2)=[O:15])[CH2:11][CH3:12])[CH:7]=[CH:6][N:5]=1)[CH3:3]. (5) Given the product [F:1][C:2]([F:15])([F:16])[C:3]([NH:5][CH2:6][C:7]1[CH:12]=[CH:11][C:10]([OH:13])=[CH:9][CH:8]=1)=[O:4], predict the reactants needed to synthesize it. The reactants are: [F:1][C:2]([F:16])([F:15])[C:3]([NH:5][CH2:6][C:7]1[CH:12]=[CH:11][C:10]([O:13]C)=[CH:9][CH:8]=1)=[O:4].B(Br)(Br)Br.